From a dataset of Full USPTO retrosynthesis dataset with 1.9M reactions from patents (1976-2016). Predict the reactants needed to synthesize the given product. (1) The reactants are: Br[C:2]1[CH:41]=[CH:40][C:5]([CH2:6][N:7]([CH2:32][C:33]([O:35][C:36]([CH3:39])([CH3:38])[CH3:37])=[O:34])[C:8](=[O:31])[C:9]2[CH:14]=[CH:13][C:12]([NH:15][C:16](=[O:30])[CH2:17][C:18]3[CH:23]=[CH:22][C:21]([O:24][CH3:25])=[CH:20][C:19]=3[C:26]([F:29])([F:28])[F:27])=[CH:11][CH:10]=2)=[CH:4][CH:3]=1.[CH3:42][C:43]1([CH3:59])[C:47]([CH3:49])([CH3:48])[O:46][B:45]([B:45]2[O:46][C:47]([CH3:49])([CH3:48])[C:43]([CH3:59])([CH3:42])[O:44]2)[O:44]1.C([O-])(=O)C.[K+].N#N. Given the product [CH3:25][O:24][C:21]1[CH:22]=[CH:23][C:18]([CH2:17][C:16]([NH:15][C:12]2[CH:13]=[CH:14][C:9]([C:8]([N:7]([CH2:32][C:33]([O:35][C:36]([CH3:39])([CH3:38])[CH3:37])=[O:34])[CH2:6][C:5]3[CH:40]=[CH:41][C:2]([B:45]4[O:46][C:47]([CH3:49])([CH3:48])[C:43]([CH3:59])([CH3:42])[O:44]4)=[CH:3][CH:4]=3)=[O:31])=[CH:10][CH:11]=2)=[O:30])=[C:19]([C:26]([F:29])([F:28])[F:27])[CH:20]=1, predict the reactants needed to synthesize it. (2) Given the product [F:11][C:8]1[C:7]([N+:12]([O-:14])=[O:13])=[C:3]([C:2]([F:1])=[CH:10][CH:9]=1)[C:4]([OH:6])=[O:5], predict the reactants needed to synthesize it. The reactants are: [F:1][C:2]1[CH:10]=[CH:9][C:8]([F:11])=[CH:7][C:3]=1[C:4]([OH:6])=[O:5].[N+:12]([O-])([OH:14])=[O:13]. (3) The reactants are: [F:1][C:2]1[CH:9]=[CH:8][C:5]([CH:6]=O)=[CH:4][C:3]=1[C:10]([F:13])([F:12])[F:11].[C:14]([N:33]1[CH:37]=[CH:36][N:35]=[C:34]1[NH2:38])([C:27]1[CH:32]=[CH:31][CH:30]=[CH:29][CH:28]=1)([C:21]1[CH:26]=[CH:25][CH:24]=[CH:23][CH:22]=1)[C:15]1[CH:20]=[CH:19][CH:18]=[CH:17][CH:16]=1.C(O[BH-](OC(=O)C)OC(=O)C)(=O)C.[Na+]. Given the product [F:1][C:2]1[CH:9]=[CH:8][C:5]([CH2:6][NH:38][C:34]2[N:33]([C:14]([C:15]3[CH:20]=[CH:19][CH:18]=[CH:17][CH:16]=3)([C:27]3[CH:28]=[CH:29][CH:30]=[CH:31][CH:32]=3)[C:21]3[CH:22]=[CH:23][CH:24]=[CH:25][CH:26]=3)[CH:37]=[CH:36][N:35]=2)=[CH:4][C:3]=1[C:10]([F:13])([F:12])[F:11], predict the reactants needed to synthesize it. (4) The reactants are: [CH3:1][N:2]([S:21]([C:24]1[S:25][CH:26]=[CH:27][CH:28]=1)(=[O:23])=[O:22])[C:3]1[CH:4]=[CH:5][CH:6]=[C:7]2[C:11]=1[NH:10][C:9]([C:12]1[S:13][CH:14]([CH2:17]C(O)=O)[CH2:15][N:16]=1)=[CH:8]2.[CH2:29]([N:31]([CH2:34]C)CC)C.C1(P(N=[N+]=[N-])(C2C=CC=CC=2)=[O:43])C=CC=CC=1.CN(C)[CH:55]=[O:56]. Given the product [CH3:1][N:2]([S:21]([C:24]1[S:25][CH:26]=[CH:27][CH:28]=1)(=[O:22])=[O:23])[C:3]1[CH:4]=[CH:5][CH:6]=[C:7]2[C:11]=1[NH:10][C:9]([C:12]1[S:13][CH:14]([CH2:17][CH2:29][NH:31][C:34](=[O:43])[O:56][CH3:55])[CH2:15][N:16]=1)=[CH:8]2, predict the reactants needed to synthesize it. (5) Given the product [C:21]1([O:14][C:2](=[O:11])[NH:10][C:6]2[CH:5]=[C:4]3[C:9](=[CH:8][CH:7]=2)[CH2:1][C:2]2([O:11][CH2:12][CH2:13][O:14]2)[CH2:3]3)[CH:20]=[CH:6][CH:5]=[CH:4][CH:3]=1, predict the reactants needed to synthesize it. The reactants are: [CH2:1]1[C:9]2[C:4](=[CH:5][C:6]([NH2:10])=[CH:7][CH:8]=2)[CH2:3][C:2]21[O:14][CH2:13][CH2:12][O:11]2.C(N([CH2:20][CH3:21])CC)C. (6) Given the product [CH3:1][C:2]1[CH:7]=[CH:6][C:5]([CH3:8])=[CH:4][C:3]=1[NH:9][C:10]1[N:15]2[N:16]=[CH:17][C:18]([C:19]([NH:44][S:41]([CH2:39][CH3:40])(=[O:43])=[O:42])=[O:20])=[C:14]2[N:13]=[CH:12][C:11]=1[C:22]([N:24]1[CH2:25][CH2:26][C:27]2([C:33]3[CH:34]=[CH:35][C:36]([F:38])=[CH:37][C:32]=3[O:31][CH2:30]2)[CH2:28][CH2:29]1)=[O:23], predict the reactants needed to synthesize it. The reactants are: [CH3:1][C:2]1[CH:7]=[CH:6][C:5]([CH3:8])=[CH:4][C:3]=1[NH:9][C:10]1[N:15]2[N:16]=[CH:17][C:18]([C:19](O)=[O:20])=[C:14]2[N:13]=[CH:12][C:11]=1[C:22]([N:24]1[CH2:29][CH2:28][C:27]2([C:33]3[CH:34]=[CH:35][C:36]([F:38])=[CH:37][C:32]=3[O:31][CH2:30]2)[CH2:26][CH2:25]1)=[O:23].[CH2:39]([S:41]([NH2:44])(=[O:43])=[O:42])[CH3:40]. (7) Given the product [N:3]1([N:2]([CH3:1])[C:4](=[O:5])[O:6][C:7]([CH3:10])([CH3:9])[CH3:8])[CH2:15][CH:14]=[CH:13][CH2:12]1, predict the reactants needed to synthesize it. The reactants are: [CH3:1][N:2]([C:4]([O:6][C:7]([CH3:10])([CH3:9])[CH3:8])=[O:5])[NH2:3].Cl[CH2:12]/[CH:13]=[CH:14]\[CH2:15]Cl. (8) Given the product [CH3:16][O:15][N:14]([CH3:13])[C:9]([C:7]1[CH:6]=[CH:5][N:4]=[C:3]([S:2][CH3:1])[N:8]=1)=[O:11], predict the reactants needed to synthesize it. The reactants are: [CH3:1][S:2][C:3]1[N:8]=[C:7]([C:9]([OH:11])=O)[CH:6]=[CH:5][N:4]=1.Cl.[CH3:13][NH:14][O:15][CH3:16].Cl.CN(C)CCCN=C=NCC.ON1C2N=CC=CC=2N=N1.C(N(CC)CC)C. (9) The reactants are: [C:1]([O:5][C:6]([NH:8][C@H:9]([CH2:14][C:15]([N:17]1[CH2:22][CH2:21][O:20][CH2:19][CH2:18]1)=[O:16])[CH2:10][C:11]([OH:13])=O)=[O:7])([CH3:4])([CH3:3])[CH3:2].[CH2:23]([NH2:29])[C:24]1[O:28][CH:27]=[CH:26][CH:25]=1.CCN=C=NCCCN(C)C.Cl.C1C=CC2N(O)N=NC=2C=1. Given the product [O:28]1[CH:27]=[CH:26][CH:25]=[C:24]1[CH2:23][NH:29][C:11](=[O:13])[CH2:10][C@H:9]([NH:8][C:6](=[O:7])[O:5][C:1]([CH3:2])([CH3:3])[CH3:4])[CH2:14][C:15]([N:17]1[CH2:22][CH2:21][O:20][CH2:19][CH2:18]1)=[O:16], predict the reactants needed to synthesize it.